From a dataset of Peptide-MHC class II binding affinity with 134,281 pairs from IEDB. Regression. Given a peptide amino acid sequence and an MHC pseudo amino acid sequence, predict their binding affinity value. This is MHC class II binding data. The peptide sequence is CGLFGKGSIVACAKF. The MHC is DRB1_1302 with pseudo-sequence DRB1_1302. The binding affinity (normalized) is 0.429.